Dataset: Reaction yield outcomes from USPTO patents with 853,638 reactions. Task: Predict the reaction yield, written as a fraction of the theoretical maximum amount of product (1.0 means a 100% yield; for example, 0.34 means a 34% yield). The reactants are O[CH:2]=[C:3]1[C:11]2[C:6](=[CH:7][C:8]([C:12]([C:14]3[CH:19]=[CH:18][C:17]([NH:20][C:21]([C:23]4[N:24]([CH2:29][CH3:30])[N:25]=[C:26]([CH3:28])[CH:27]=4)=[O:22])=[CH:16][CH:15]=3)=[O:13])=[CH:9][CH:10]=2)[NH:5][C:4]1=[O:31].[NH2:32][C:33]1[CH:34]=[C:35]([OH:39])[CH:36]=[CH:37][CH:38]=1. The catalyst is C1COCC1. The product is [OH:39][C:35]1[CH:34]=[C:33]([NH:32][CH:2]=[C:3]2[C:11]3[C:6](=[CH:7][C:8]([C:12]([C:14]4[CH:15]=[CH:16][C:17]([NH:20][C:21]([C:23]5[N:24]([CH2:29][CH3:30])[N:25]=[C:26]([CH3:28])[CH:27]=5)=[O:22])=[CH:18][CH:19]=4)=[O:13])=[CH:9][CH:10]=3)[NH:5][C:4]2=[O:31])[CH:38]=[CH:37][CH:36]=1. The yield is 0.200.